From a dataset of Forward reaction prediction with 1.9M reactions from USPTO patents (1976-2016). Predict the product of the given reaction. Given the reactants [CH2:1]([N:8]1[CH2:12][CH2:11][C:10]([CH2:16][C:17]2[CH:22]=[CH:21][CH:20]=[CH:19][CH:18]=2)([C:13](O)=[O:14])[CH2:9]1)[C:2]1[CH:7]=[CH:6][CH:5]=[CH:4][CH:3]=1.C(N1C=CN=C1)([N:25]1C=CN=C1)=O.C(N(CC)CC)C.[NH4+].[OH-], predict the reaction product. The product is: [CH2:1]([N:8]1[CH2:12][CH2:11][C:10]([CH2:16][C:17]2[CH:22]=[CH:21][CH:20]=[CH:19][CH:18]=2)([C:13]([NH2:25])=[O:14])[CH2:9]1)[C:2]1[CH:7]=[CH:6][CH:5]=[CH:4][CH:3]=1.